Dataset: Peptide-MHC class I binding affinity with 185,985 pairs from IEDB/IMGT. Task: Regression. Given a peptide amino acid sequence and an MHC pseudo amino acid sequence, predict their binding affinity value. This is MHC class I binding data. (1) The peptide sequence is LLRRWGGTC. The MHC is HLA-B07:02 with pseudo-sequence HLA-B07:02. The binding affinity (normalized) is 0.0535. (2) The peptide sequence is GLQGIYVLV. The MHC is HLA-A30:02 with pseudo-sequence HLA-A30:02. The binding affinity (normalized) is 0.213. (3) The peptide sequence is FLFILLLCL. The MHC is HLA-A02:01 with pseudo-sequence HLA-A02:01. The binding affinity (normalized) is 0.505. (4) The peptide sequence is ALIRILQQL. The MHC is HLA-A02:06 with pseudo-sequence HLA-A02:06. The binding affinity (normalized) is 0.806. (5) The peptide sequence is SCMVNHSTY. The MHC is HLA-A26:01 with pseudo-sequence HLA-A26:01. The binding affinity (normalized) is 0.